Dataset: Forward reaction prediction with 1.9M reactions from USPTO patents (1976-2016). Task: Predict the product of the given reaction. (1) The product is: [N:1]12[CH2:8][CH2:7][CH:4]([CH2:5][CH2:6]1)[C@@H:3]([NH:9][C:10]([C:12]1[O:13][C:14]([C:26]3[CH:25]=[CH:24][CH:23]=[C:22]([NH:21][C:18](=[O:20])[CH3:19])[CH:27]=3)=[CH:15][CH:16]=1)=[O:11])[CH2:2]2. Given the reactants [N:1]12[CH2:8][CH2:7][CH:4]([CH2:5][CH2:6]1)[C@@H:3]([NH:9][C:10]([C:12]1[O:13][C:14](Br)=[CH:15][CH:16]=1)=[O:11])[CH2:2]2.[C:18]([NH:21][C:22]1[CH:23]=[C:24](B(O)O)[CH:25]=[CH:26][CH:27]=1)(=[O:20])[CH3:19].C(=O)([O-])[O-].[Na+].[Na+], predict the reaction product. (2) Given the reactants [N:1]([C:4]1[CH:8]([O:9][CH2:10][CH3:11])[O:7][C:6](=[O:12])[CH:5]=1)=[N+]=[N-].[H][H], predict the reaction product. The product is: [NH2:1][C:4]1[CH:8]([O:9][CH2:10][CH3:11])[O:7][C:6](=[O:12])[CH:5]=1. (3) Given the reactants C([O-])([O-])=O.[K+].[K+].[CH3:7][O:8][C:9]1[N:10]=[C:11]2[C:16](=[CH:17][CH:18]=1)[N:15]=[CH:14][CH:13]=[C:12]2[OH:19].Br[CH2:21][C:22]([O:24]CC)=[O:23].[OH-].[Na+], predict the reaction product. The product is: [CH3:7][O:8][C:9]1[N:10]=[C:11]2[C:16](=[CH:17][CH:18]=1)[N:15]=[CH:14][CH:13]=[C:12]2[O:19][CH2:21][C:22]([OH:24])=[O:23]. (4) Given the reactants [CH3:1][N:2]([CH2:9][CH2:10][O:11][C:12]1[CH:17]=[CH:16][C:15]([CH2:18][CH:19]2[S:23][C:22](=[O:24])[NH:21][C:20]2=[O:25])=[CH:14][CH:13]=1)[C:3]1[CH:8]=[CH:7][CH:6]=[CH:5][N:4]=1.[C:26]([OH:33])(=[O:32])/[CH:27]=[CH:28]\[C:29]([OH:31])=[O:30].CC(C)=O, predict the reaction product. The product is: [C:26]([OH:33])(=[O:32])/[CH:27]=[CH:28]\[C:29]([OH:31])=[O:30].[CH3:1][N:2]([CH2:9][CH2:10][O:11][C:12]1[CH:17]=[CH:16][C:15]([CH2:18][CH:19]2[S:23][C:22](=[O:24])[NH:21][C:20]2=[O:25])=[CH:14][CH:13]=1)[C:3]1[CH:8]=[CH:7][CH:6]=[CH:5][N:4]=1. (5) Given the reactants [Cl:1][C:2]1[CH:18]=[CH:17][C:5]([O:6][C:7]2[C:12]([F:13])=[CH:11][C:10]([CH2:14][OH:15])=[CH:9][C:8]=2[F:16])=[CH:4][C:3]=1[F:19].Cl[C:21]1[CH:32]=[C:25]2[N:26]([CH3:31])[C@@H:27]([CH3:30])[CH2:28][CH2:29][N:24]2[C:23](=[O:33])[N:22]=1, predict the reaction product. The product is: [Cl:1][C:2]1[CH:18]=[CH:17][C:5]([O:6][C:7]2[C:12]([F:13])=[CH:11][C:10]([CH2:14][O:15][C:21]3[CH:32]=[C:25]4[N:26]([CH3:31])[C@@H:27]([CH3:30])[CH2:28][CH2:29][N:24]4[C:23](=[O:33])[N:22]=3)=[CH:9][C:8]=2[F:16])=[CH:4][C:3]=1[F:19]. (6) Given the reactants [CH3:1][C:2]1[CH:7]=[CH:6][CH:5]=[C:4]([CH3:8])[C:3]=1[NH:9][C:10](=[O:41])[C:11]1[CH:16]=[CH:15][C:14]([NH:17][C:18]2[N:19]=[C:20]([C:35]3[CH:40]=[CH:39][CH:38]=[CH:37][CH:36]=3)[C:21]3[CH2:27][CH2:26][N:25](CC4C=CC=CC=4)[CH2:24][C:22]=3[N:23]=2)=[CH:13][CH:12]=1.C1CC=CCC=1, predict the reaction product. The product is: [CH3:8][C:4]1[CH:5]=[CH:6][CH:7]=[C:2]([CH3:1])[C:3]=1[NH:9][C:10](=[O:41])[C:11]1[CH:12]=[CH:13][C:14]([NH:17][C:18]2[N:19]=[C:20]([C:35]3[CH:36]=[CH:37][CH:38]=[CH:39][CH:40]=3)[C:21]3[CH2:27][CH2:26][NH:25][CH2:24][C:22]=3[N:23]=2)=[CH:15][CH:16]=1.